This data is from Full USPTO retrosynthesis dataset with 1.9M reactions from patents (1976-2016). The task is: Predict the reactants needed to synthesize the given product. The reactants are: [CH3:1][C:2]1[C:6]([CH2:7][N:8]2[CH:12]=[C:11]([N:13]3[C:17](=[O:18])[C:16]([CH3:20])([CH3:19])[NH:15][C:14]3=[O:21])[CH:10]=[N:9]2)=[C:5]([CH3:22])[O:4][N:3]=1.Cl[CH2:24][C:25]1[CH:30]=[C:29]([O:31][CH3:32])[CH:28]=[C:27]([O:33][CH3:34])[CH:26]=1. Given the product [CH3:34][O:33][C:27]1[CH:26]=[C:25]([CH:30]=[C:29]([O:31][CH3:32])[CH:28]=1)[CH2:24][N:15]1[C:16]([CH3:19])([CH3:20])[C:17](=[O:18])[N:13]([C:11]2[CH:10]=[N:9][N:8]([CH2:7][C:6]3[C:2]([CH3:1])=[N:3][O:4][C:5]=3[CH3:22])[CH:12]=2)[C:14]1=[O:21], predict the reactants needed to synthesize it.